From a dataset of Reaction yield outcomes from USPTO patents with 853,638 reactions. Predict the reaction yield, written as a fraction of the theoretical maximum amount of product (1.0 means a 100% yield; for example, 0.34 means a 34% yield). (1) The product is [C:13]([NH:1][C@H:2]([C:10]([OH:12])=[O:11])[CH2:3][CH2:4][CH2:5][NH:6][C:7](=[NH:8])[NH2:9])(=[O:27])[CH2:14][CH2:15][CH2:16][CH2:17][CH2:18][CH2:19][CH2:20][CH2:21][CH2:22][CH2:23][CH2:24][CH2:25][CH3:26]. The reactants are [NH2:1][C@H:2]([C:10]([OH:12])=[O:11])[CH2:3][CH2:4][CH2:5][NH:6][C:7](=[NH:9])[NH2:8].[C:13](Cl)(=[O:27])[CH2:14][CH2:15][CH2:16][CH2:17][CH2:18][CH2:19][CH2:20][CH2:21][CH2:22][CH2:23][CH2:24][CH2:25][CH3:26].[OH-].[Na+].Cl. The catalyst is O.C(O)(C)C. The yield is 0.922. (2) The reactants are [O-:1][Mn](=O)(=O)=O.[K+].[CH3:7][C:8]1[CH:12]=[CH:11][N:10]([C:13]2[CH:18]=[CH:17][CH:16]=[CH:15][CH:14]=2)[N:9]=1.[OH-:19].[Na+]. The catalyst is O. The product is [C:13]1([N:10]2[CH:11]=[CH:12][C:8]([C:7]([OH:1])=[O:19])=[N:9]2)[CH:14]=[CH:15][CH:16]=[CH:17][CH:18]=1. The yield is 0.445. (3) The reactants are ClC(Cl)(O[C:5](=[O:11])OC(Cl)(Cl)Cl)Cl.[CH3:13][N:14]1[CH:19]2[CH2:20][CH2:21][CH:15]1[CH2:16][CH:17]([O:22][C:23]1[N:28]=[C:27]([N:29]3[CH2:34][CH2:33][O:32][CH2:31][CH2:30]3)[N:26]=[C:25]([C:35]3[CH:40]=[CH:39][C:38]([NH2:41])=[CH:37][CH:36]=3)[N:24]=1)[CH2:18]2.[NH2:42][C:43]1[CH:51]=[CH:50][C:46]([C:47]([NH2:49])=[O:48])=[CH:45][CH:44]=1.CCN(CC)CC. The catalyst is C(Cl)Cl. The product is [CH3:13][N:14]1[CH:15]2[CH2:21][CH2:20][CH:19]1[CH2:18][CH:17]([O:22][C:23]1[N:28]=[C:27]([N:29]3[CH2:30][CH2:31][O:32][CH2:33][CH2:34]3)[N:26]=[C:25]([C:35]3[CH:36]=[CH:37][C:38]([NH:41][C:5](=[O:11])[NH:42][C:43]4[CH:51]=[CH:50][C:46]([C:47]([NH2:49])=[O:48])=[CH:45][CH:44]=4)=[CH:39][CH:40]=3)[N:24]=1)[CH2:16]2. The yield is 0.150. (4) The reactants are [C:1]1([CH:7]2[C:12]3[CH:13]=[CH:14][S:15][C:11]=3[CH2:10][CH2:9][NH:8]2)[CH:6]=[CH:5][CH:4]=[CH:3][CH:2]=1.CN(C(ON1N=NC2C=CC=NC1=2)=[N+](C)C)C.F[P-](F)(F)(F)(F)F.CCN(CC)CC.[CH3:47][O:48][C:49](=[O:56])[CH2:50][C@@H:51]([CH3:55])[C:52](O)=[O:53]. The catalyst is C1COCC1.CC(=O)OCC. The product is [CH3:47][O:48][C:49](=[O:56])[CH2:50][C@@H:51]([CH3:55])[C:52](=[O:53])[N:8]1[CH2:9][CH2:10][C:11]2[S:15][CH:14]=[CH:13][C:12]=2[CH:7]1[C:1]1[CH:2]=[CH:3][CH:4]=[CH:5][CH:6]=1. The yield is 0.510. (5) The reactants are [CH2:1]([O:8][C:9](=[O:24])[CH2:10][CH2:11][C@H:12]([NH:16][C:17]([O:19][C:20]([CH3:23])([CH3:22])[CH3:21])=[O:18])[C:13]([OH:15])=[O:14])[C:2]1[CH:7]=[CH:6][CH:5]=[CH:4][CH:3]=1.[CH:25]1(O)[CH2:29][CH2:28][CH2:27][CH2:26]1.C(Cl)CCl. The catalyst is C(Cl)Cl.CN(C1C=CN=CC=1)C. The product is [C:20]([O:19][C:17]([NH:16][C@H:12]([C:13]([O:15][CH:25]1[CH2:29][CH2:28][CH2:27][CH2:26]1)=[O:14])[CH2:11][CH2:10][C:9]([O:8][CH2:1][C:2]1[CH:7]=[CH:6][CH:5]=[CH:4][CH:3]=1)=[O:24])=[O:18])([CH3:21])([CH3:23])[CH3:22]. The yield is 0.710. (6) The reactants are [CH:1]1([C:4]2[CH:9]=[CH:8][CH:7]=[C:6]([CH3:10])[C:5]=2[OH:11])[CH2:3][CH2:2]1.ClC1C=CC=CC=1Cl.[OH-].[Na+].[OH:22][C:23]1[CH:28]=[C:27]([Cl:29])[N:26]=[N:25][C:24]=1Cl. The catalyst is C(O)(C)(C)C. The product is [Cl:29][C:27]1[N:26]=[N:25][C:24]([O:11][C:5]2[C:6]([CH3:10])=[CH:7][CH:8]=[CH:9][C:4]=2[CH:1]2[CH2:3][CH2:2]2)=[C:23]([OH:22])[CH:28]=1. The yield is 0.810.